This data is from Forward reaction prediction with 1.9M reactions from USPTO patents (1976-2016). The task is: Predict the product of the given reaction. (1) Given the reactants [CH3:1][C:2]([CH2:10][CH2:11][CH2:12][CH:13]([CH3:20])[CH2:14][CH2:15][CH2:16][CH:17]([CH3:19])[CH3:18])=[CH:3][CH2:4][CH2:5][C:6]([O:8][CH3:9])=[O:7].[CH2:21]([OH:28])[C@@H:22]([C@@H:24](CO)[OH:25])[OH:23].C(=O)([O-])[O-].[K+].[K+].Cl, predict the reaction product. The product is: [CH3:1][C:2]([CH2:10][CH2:11][CH2:12][CH:13]([CH3:20])[CH2:14][CH2:15][CH2:16][CH:17]([CH3:19])[CH3:18])=[CH:3][CH2:4][CH2:5][C:6]([O:8][CH2:9][C@@H:21]([C@@H:22]([CH2:24][OH:25])[OH:23])[OH:28])=[O:7]. (2) Given the reactants Cl[C:2]1[C:3]([N+:19]([O-:21])=[O:20])=[CH:4][C:5]([CH3:18])=[C:6]([C:8]2[CH:13]=[CH:12][C:11]([C:14]([NH:16][CH3:17])=[O:15])=[CH:10][CH:9]=2)[CH:7]=1.[CH2:22](OB(C=C)OCCCC)[CH2:23]CC.C(=O)([O-])[O-].[Na+].[Na+], predict the reaction product. The product is: [CH3:17][NH:16][C:14]([C:11]1[CH:12]=[CH:13][C:8]([C:6]2[CH:7]=[C:2]([CH:22]=[CH2:23])[C:3]([N+:19]([O-:21])=[O:20])=[CH:4][C:5]=2[CH3:18])=[CH:9][CH:10]=1)=[O:15]. (3) Given the reactants [CH3:1][CH:2]([CH3:9])[C:3]([O:5][CH2:6][CH2:7]Cl)=[O:4].[C:10]([OH:17])(=[O:16])/[CH:11]=[CH:12]/[C:13]([OH:15])=[O:14], predict the reaction product. The product is: [CH3:1][CH:2]([CH3:9])[C:3]([O:5][CH2:6][CH2:7][O:15][C:13](/[CH:12]=[CH:11]/[C:10]([OH:17])=[O:16])=[O:14])=[O:4]. (4) Given the reactants Cl[C:2]1[C:3]([C:10]#[N:11])=[N:4][CH:5]=[C:6]([O:8][CH3:9])[CH:7]=1.[CH3:12][O:13][C:14](=[O:17])[CH2:15][SH:16].C(=O)([O-])[O-].[K+].[K+], predict the reaction product. The product is: [NH2:11][C:10]1[C:3]2=[N:4][CH:5]=[C:6]([O:8][CH3:9])[CH:7]=[C:2]2[S:16][C:15]=1[C:14]([O:13][CH3:12])=[O:17]. (5) Given the reactants [CH:1]1(I)[CH2:6][CH2:5][CH2:4][CH2:3][CH2:2]1.[Cl-].[Li+].[Cu]C#N.[C:13]([O:17][CH3:18])(=[O:16])[C:14]#[CH:15].[I:19]I, predict the reaction product. The product is: [CH3:18][O:17][C:13](=[O:16])/[C:14](/[I:19])=[CH:15]\[CH:1]1[CH2:6][CH2:5][CH2:4][CH2:3][CH2:2]1.